Dataset: Forward reaction prediction with 1.9M reactions from USPTO patents (1976-2016). Task: Predict the product of the given reaction. (1) Given the reactants [NH2:1][C:2]1[CH:3]=[C:4]([C:8]2[CH2:9][CH2:10][N:11]([C:14]([O:16][C:17]([CH3:20])([CH3:19])[CH3:18])=[O:15])[CH2:12][CH:13]=2)[CH:5]=[CH:6][CH:7]=1, predict the reaction product. The product is: [NH2:1][C:2]1[CH:3]=[C:4]([CH:8]2[CH2:9][CH2:10][N:11]([C:14]([O:16][C:17]([CH3:20])([CH3:19])[CH3:18])=[O:15])[CH2:12][CH2:13]2)[CH:5]=[CH:6][CH:7]=1. (2) Given the reactants [CH:1]1[C:6]2[CH:7]([CH2:10][C:11]#[N:12])[CH2:8][CH2:9][C:5]=2[CH:4]=[CH:3][N:2]=1.[NH2:13]OC1C=CC([N+]([O-])=O)=CC=1[N+]([O-])=O.[C:27]([O:33][CH2:34][CH3:35])(=[O:32])[C:28]#[C:29][CH2:30][CH3:31].C(=O)([O-])[O-].[K+].[K+], predict the reaction product. The product is: [C:11]([CH2:10][CH:7]1[C:6]2[C:1]3[N:2]([N:13]=[C:29]([CH2:30][CH3:31])[C:28]=3[C:27]([O:33][CH2:34][CH3:35])=[O:32])[CH:3]=[CH:4][C:5]=2[CH2:9][CH2:8]1)#[N:12].